Task: Predict the product of the given reaction.. Dataset: Forward reaction prediction with 1.9M reactions from USPTO patents (1976-2016) (1) Given the reactants [C:1]1([CH3:14])[CH:6]=[C:5]([CH3:7])[CH:4]=[C:3]([CH3:8])[C:2]=1[O:9][CH2:10][C:11]([OH:13])=O.C(N(C(C)C)CC)(C)C.[NH:24]=[C:25]([NH:28][C:29](=[O:35])[O:30][C:31]([CH3:34])([CH3:33])[CH3:32])[NH:26][CH3:27].O.ON1C2C=CC=CC=2N=N1.F[P-](F)(F)(F)(F)F.N1(OC(N(C)C)=[N+](C)C)C2C=CC=CC=2N=N1, predict the reaction product. The product is: [C:31]([O:30][C:29](=[O:35])[NH:28][C:25](=[N:24][C:11](=[O:13])[CH2:10][O:9][C:2]1[C:1]([CH3:14])=[CH:6][C:5]([CH3:7])=[CH:4][C:3]=1[CH3:8])[NH:26][CH3:27])([CH3:34])([CH3:32])[CH3:33]. (2) Given the reactants [OH:1][CH:2]([C:10]1[CH:15]=[CH:14][N:13]=[CH:12][C:11]=1[N+:16]([O-:18])=[O:17])[CH2:3][C:4](=[O:9])[CH:5]=[C:6]([CH3:8])[CH3:7], predict the reaction product. The product is: [CH3:7][C:6]1([CH3:8])[CH2:5][C:4](=[O:9])[CH2:3][CH:2]([C:10]2[CH:15]=[CH:14][N:13]=[CH:12][C:11]=2[N+:16]([O-:18])=[O:17])[O:1]1. (3) Given the reactants [CH3:1][O:2][CH2:3][C:4]([NH:6][C:7]1[CH:12]=[CH:11][C:10]([C:13]2[N:14]=[C:15]([CH2:18][N:19]3[CH:23]=[C:22]([C:24]([O:26]CC)=[O:25])[CH:21]=[N:20]3)[S:16][CH:17]=2)=[CH:9][CH:8]=1)=[O:5].[OH-].[Na+].Cl, predict the reaction product. The product is: [CH3:1][O:2][CH2:3][C:4]([NH:6][C:7]1[CH:12]=[CH:11][C:10]([C:13]2[N:14]=[C:15]([CH2:18][N:19]3[CH:23]=[C:22]([C:24]([OH:26])=[O:25])[CH:21]=[N:20]3)[S:16][CH:17]=2)=[CH:9][CH:8]=1)=[O:5]. (4) Given the reactants [O:1]1[C:5]2[CH:6]=[CH:7][C:8]([C:10]3([C:13]([NH:15][C:16]4[CH:17]=[C:18]5[C:22](=[CH:23][CH:24]=4)[NH:21][C:20]([C:25]([CH3:28])([CH3:27])[CH3:26])=[CH:19]5)=[O:14])[CH2:12][CH2:11]3)=[CH:9][C:4]=2[O:3][CH2:2]1.[BH3-]C#N.[Na+], predict the reaction product. The product is: [O:1]1[C:5]2[CH:6]=[CH:7][C:8]([C:10]3([C:13]([NH:15][C:16]4[CH:17]=[C:18]5[C:22](=[CH:23][CH:24]=4)[NH:21][CH:20]([C:25]([CH3:28])([CH3:27])[CH3:26])[CH2:19]5)=[O:14])[CH2:12][CH2:11]3)=[CH:9][C:4]=2[O:3][CH2:2]1. (5) Given the reactants [C:1]([O:5][C:6](=[O:24])[CH2:7][CH:8]([NH:13][C:14]([O:16][CH2:17][C:18]1[CH:23]=[CH:22][CH:21]=[CH:20][CH:19]=1)=[O:15])[C:9](=[O:12])[CH2:10]Br)([CH3:4])([CH3:3])[CH3:2].[CH3:25][C:26]1[CH:34]=[CH:33][CH:32]=[C:31]([CH3:35])[C:27]=1[C:28]([OH:30])=[O:29].[F-].[K+], predict the reaction product. The product is: [CH2:17]([O:16][C:14]([NH:13][CH:8]([CH2:7][C:6]([O:5][C:1]([CH3:4])([CH3:3])[CH3:2])=[O:24])[C:9](=[O:12])[CH2:10][O:30][C:28](=[O:29])[C:27]1[C:31]([CH3:35])=[CH:32][CH:33]=[CH:34][C:26]=1[CH3:25])=[O:15])[C:18]1[CH:23]=[CH:22][CH:21]=[CH:20][CH:19]=1. (6) Given the reactants [CH2:1]([N:3]1[CH2:7][CH2:6][C@H:5]([NH:8][C:9]([CH2:11][C:12]2[CH:17]=[C:16]([F:18])[CH:15]=[CH:14][C:13]=2[S:19]([NH:22][C:23]2[C:32]([C:33]([O:35][CH3:36])=[O:34])=[C:31]3[C:26]([CH:27]4[CH2:37][CH:28]4[CH2:29][O:30]3)=[CH:25][CH:24]=2)(=[O:21])=[O:20])=[O:10])[CH2:4]1)[CH3:2].C(CC1C=C(F)C=CC=1S(NC1C(C(OC)=O)=C2C(C3CC3CO2)=CC=1)(=O)=O)(O)=O, predict the reaction product. The product is: [CH2:1]([N:3]1[CH2:7][CH2:6][C@@H:5]([NH:8][C:9]([CH2:11][C:12]2[CH:17]=[C:16]([F:18])[CH:15]=[CH:14][C:13]=2[S:19]([NH:22][C:23]2[C:32]([C:33]([O:35][CH3:36])=[O:34])=[C:31]3[C:26]([CH:27]4[CH2:37][CH:28]4[CH2:29][O:30]3)=[CH:25][CH:24]=2)(=[O:21])=[O:20])=[O:10])[CH2:4]1)[CH3:2]. (7) Given the reactants [C:1]1([C:39]2[CH:44]=[CH:43][CH:42]=[CH:41][CH:40]=2)[CH:6]=[CH:5][CH:4]=[C:3]([C:7]2C(=O)[C:9]([C:26]3[CH:27]=[C:28]([C:32]4[CH:37]=[CH:36][CH:35]=[CH:34][CH:33]=4)[CH:29]=[CH:30][CH:31]=3)=[C:10]([C:19]3[CH:24]=[CH:23][C:22]([Cl:25])=[CH:21][CH:20]=3)[C:11]=2[C:12]2[CH:17]=[CH:16][C:15]([Cl:18])=[CH:14][CH:13]=2)[CH:2]=1.[CH2:45]([C:57]1[CH:62]=[CH:61][C:60]([C:63]#[C:64][C:65]2[CH:70]=[CH:69][C:68]([CH2:71][CH2:72][CH2:73][CH2:74][CH2:75][CH2:76][CH2:77][CH2:78][CH2:79][CH2:80][CH2:81][CH3:82])=[CH:67][CH:66]=2)=[CH:59][CH:58]=1)[CH2:46][CH2:47][CH2:48][CH2:49][CH2:50][CH2:51][CH2:52][CH2:53][CH2:54][CH2:55][CH3:56], predict the reaction product. The product is: [Cl:18][C:15]1[CH:16]=[CH:17][C:12]([C:11]2[C:7]([C:3]3[CH:2]=[C:1]([C:39]4[CH:44]=[CH:43][CH:42]=[CH:41][CH:40]=4)[CH:6]=[CH:5][CH:4]=3)=[C:64]([C:65]3[CH:70]=[CH:69][C:68]([CH2:71][CH2:72][CH2:73][CH2:74][CH2:75][CH2:76][CH2:77][CH2:78][CH2:79][CH2:80][CH2:81][CH3:82])=[CH:67][CH:66]=3)[C:63]([C:60]3[CH:59]=[CH:58][C:57]([CH2:45][CH2:46][CH2:47][CH2:48][CH2:49][CH2:50][CH2:51][CH2:52][CH2:53][CH2:54][CH2:55][CH3:56])=[CH:62][CH:61]=3)=[C:9]([C:26]3[CH:27]=[C:28]([C:32]4[CH:33]=[CH:34][CH:35]=[CH:36][CH:37]=4)[CH:29]=[CH:30][CH:31]=3)[C:10]=2[C:19]2[CH:20]=[CH:21][C:22]([Cl:25])=[CH:23][CH:24]=2)=[CH:13][CH:14]=1.